This data is from Full USPTO retrosynthesis dataset with 1.9M reactions from patents (1976-2016). The task is: Predict the reactants needed to synthesize the given product. (1) Given the product [C:27]1([C:25]2[NH:24][N:23]=[C:22]([C:20]([NH:19][CH2:18][C:17]([N:14]3[CH2:15][CH2:16][CH:11]([O:10][C:9]4[CH:34]=[CH:35][CH:36]=[CH:37][C:8]=4[C:6]([OH:39])=[O:7])[CH2:12][CH2:13]3)=[O:33])=[O:21])[CH:26]=2)[CH:28]=[CH:29][CH:30]=[CH:31][CH:32]=1, predict the reactants needed to synthesize it. The reactants are: S(=O)(=O)(O)N.[CH:6]([C:8]1[CH:37]=[CH:36][CH:35]=[CH:34][C:9]=1[O:10][CH:11]1[CH2:16][CH2:15][N:14]([C:17](=[O:33])[CH2:18][NH:19][C:20]([C:22]2[CH:26]=[C:25]([C:27]3[CH:32]=[CH:31][CH:30]=[CH:29][CH:28]=3)[NH:24][N:23]=2)=[O:21])[CH2:13][CH2:12]1)=[O:7].Cl([O-])=[O:39].[Na+].O. (2) Given the product [F:23][C:18]1[CH:19]=[CH:20][CH:21]=[CH:22][C:17]=1[CH2:16][N:14]1[CH:15]=[C:11]([C:10]2[C:4]3[C:5](=[N:6][CH:7]=[C:2]([C:38]4[CH:37]=[N:36][N:35]([CH3:34])[CH:39]=4)[CH:3]=3)[N:8]([S:24]([C:27]3[CH:33]=[CH:32][C:30]([CH3:31])=[CH:29][CH:28]=3)(=[O:25])=[O:26])[CH:9]=2)[CH:12]=[N:13]1, predict the reactants needed to synthesize it. The reactants are: Br[C:2]1[CH:3]=[C:4]2[C:10]([C:11]3[CH:12]=[N:13][N:14]([CH2:16][C:17]4[CH:22]=[CH:21][CH:20]=[CH:19][C:18]=4[F:23])[CH:15]=3)=[CH:9][N:8]([S:24]([C:27]3[CH:33]=[CH:32][C:30]([CH3:31])=[CH:29][CH:28]=3)(=[O:26])=[O:25])[C:5]2=[N:6][CH:7]=1.[CH3:34][N:35]1[CH:39]=[C:38](B2OC(C)(C)C(C)(C)O2)[CH:37]=[N:36]1.C1(C)C=CC=CC=1.C(O)C.O.C(=O)([O-])[O-].[K+].[K+].